Task: Predict the product of the given reaction.. Dataset: Forward reaction prediction with 1.9M reactions from USPTO patents (1976-2016) (1) Given the reactants [NH2:1][C:2](=[C:7]1C(=O)O[C:10](C)([CH3:14])[O:9][C:8]1=[O:16])[CH2:3][CH:4]1[CH2:6][CH2:5]1.[Na].[Cl-].[Na+].O, predict the reaction product. The product is: [CH2:10]([O:9][C:8](=[O:16])[CH:7]=[C:2]([NH2:1])[CH2:3][CH:4]1[CH2:5][CH2:6]1)[CH3:14]. (2) Given the reactants [Cl:1][C:2]1[N:3]=[C:4]([N:12]2[CH2:17][CH2:16][O:15][CH2:14][CH2:13]2)[C:5]2[S:10][C:9](I)=[CH:8][C:6]=2[N:7]=1.CC1(C)C(C)(C)OB([C:26]2[CH:27]=[C:28]([CH:30]=[CH:31][CH:32]=2)[NH2:29])O1.C([O-])([O-])=O.[Na+].[Na+], predict the reaction product. The product is: [Cl:1][C:2]1[N:3]=[C:4]([N:12]2[CH2:17][CH2:16][O:15][CH2:14][CH2:13]2)[C:5]2[S:10][C:9]([C:26]3[CH:27]=[C:28]([CH:30]=[CH:31][CH:32]=3)[NH2:29])=[CH:8][C:6]=2[N:7]=1. (3) Given the reactants [F:1][C:2]1[C:10]([F:11])=[CH:9][CH:8]=[CH:7][C:3]=1[C:4]([OH:6])=O.Cl.[CH3:13][O:14][C:15](=[O:18])[CH2:16][NH2:17].C1C=CC2N(O)N=NC=2C=1.CCN(C(C)C)C(C)C.CCN=C=NCCCN(C)C, predict the reaction product. The product is: [F:1][C:2]1[C:10]([F:11])=[CH:9][CH:8]=[CH:7][C:3]=1[C:4]([NH:17][CH2:16][C:15]([O:14][CH3:13])=[O:18])=[O:6]. (4) Given the reactants [Na].O=[C:3]1O[C@H:8]([C@H:10]([CH2:12]O)O)[C:6](O)=[C:4]1O.O[N:15]1[C:19](=[O:20])[CH2:18][CH:17](S(O)(=O)=O)[C:16]1=[O:25].C1C(=O)[N:30](O)[C:28](=[O:29])C1S([O-])(=O)=O.[Na+].[CH2:39](Cl)CCl, predict the reaction product. The product is: [CH3:39][CH2:18][C:17]1([C:12]2[CH:10]=[CH:8][CH:6]=[CH:4][CH:3]=2)[C:16](=[O:25])[NH:15][C:19](=[O:20])[NH:30][C:28]1=[O:29]. (5) Given the reactants [CH2:1]([N:4]1[CH:8]=[C:7]([C:9]([C:15]2[CH:16]=[C:17]3[C:21](=[CH:22][CH:23]=2)[N:20]([C:24]2[CH:29]=[CH:28][C:27]([F:30])=[CH:26][CH:25]=2)[N:19]=[CH:18]3)([OH:14])[C:10]([F:13])([F:12])[F:11])[CH:6]=[C:5]1[C:31](O)=[O:32])[CH:2]=[CH2:3].[CH2:34]([N:36](CC)[CH2:37]C)C.C1CN([P+](ON2N=NC3C=CC=CC2=3)(N2CCCC2)N2CCCC2)CC1.F[P-](F)(F)(F)(F)F.CNC, predict the reaction product. The product is: [CH3:34][N:36]([CH3:37])[C:31]([C:5]1[N:4]([CH2:1][CH:2]=[CH2:3])[CH:8]=[C:7]([C:9]([C:15]2[CH:16]=[C:17]3[C:21](=[CH:22][CH:23]=2)[N:20]([C:24]2[CH:29]=[CH:28][C:27]([F:30])=[CH:26][CH:25]=2)[N:19]=[CH:18]3)([OH:14])[C:10]([F:11])([F:12])[F:13])[CH:6]=1)=[O:32]. (6) Given the reactants [NH2:1][C:2](=[N:48][C:49](=[O:56])[C:50]1[CH:55]=[CH:54][CH:53]=[CH:52][CH:51]=1)[C:3]1[CH:8]=[CH:7][C:6]([NH:9][C@H:10]([C:35]2[CH:40]=[C:39]([O:41][CH3:42])[CH:38]=[C:37]([O:43][CH2:44][CH2:45][OH:46])[C:36]=2[F:47])[C:11]2[N:12]=[C:13]([O:22][CH2:23][O:24][C:25](=[O:34])[C:26]([CH3:33])([CH3:32])[CH2:27][O:28][CH2:29][O:30][CH3:31])[N:14]([C:16]3[N:21]=[CH:20][CH:19]=[CH:18][N:17]=3)[N:15]=2)=[CH:5][CH:4]=1.CC(OC)(C)C.C1(C)C=CC=CC=1.C(OCC)(=O)C.[ClH:76], predict the reaction product. The product is: [ClH:76].[NH2:1][C:2](=[N:48][C:49](=[O:56])[C:50]1[CH:55]=[CH:54][CH:53]=[CH:52][CH:51]=1)[C:3]1[CH:8]=[CH:7][C:6]([NH:9][C@H:10]([C:35]2[CH:40]=[C:39]([O:41][CH3:42])[CH:38]=[C:37]([O:43][CH2:44][CH2:45][OH:46])[C:36]=2[F:47])[C:11]2[N:12]=[C:13]([O:22][CH2:23][O:24][C:25](=[O:34])[C:26]([CH3:33])([CH3:32])[CH2:27][O:28][CH2:29][O:30][CH3:31])[N:14]([C:16]3[N:17]=[CH:18][CH:19]=[CH:20][N:21]=3)[N:15]=2)=[CH:5][CH:4]=1. (7) Given the reactants [C:1]([CH:3]1[CH2:8][CH2:7][NH:6][CH2:5][CH2:4]1)#[N:2].[CH3:9][C:10]1[CH:15]=[CH:14][C:13]([CH3:16])=[CH:12][C:11]=1[N:17]=[C:18]=[O:19], predict the reaction product. The product is: [C:1]([CH:3]1[CH2:8][CH2:7][N:6]([C:18]([NH:17][C:11]2[CH:12]=[C:13]([CH3:16])[CH:14]=[CH:15][C:10]=2[CH3:9])=[O:19])[CH2:5][CH2:4]1)#[N:2]. (8) Given the reactants [I:1][C:2]1[CH:7]=[CH:6][C:5]([NH:8][C:9]2[C:17]([F:18])=[C:16]([F:19])[C:15]([F:20])=[CH:14][C:10]=2[C:11]([OH:13])=O)=[C:4]([CH3:21])[CH:3]=1.[CH:22]([O:24][CH2:25][CH2:26][O:27][NH2:28])=[CH2:23].C(N(C(C)C)CC)(C)C.N1(O[P+](N2CCCC2)(N2CCCC2)N2CCCC2)C2C=CC=CC=2N=N1.F[P-](F)(F)(F)(F)F, predict the reaction product. The product is: [I:1][C:2]1[CH:7]=[CH:6][C:5]([NH:8][C:9]2[C:17]([F:18])=[C:16]([F:19])[C:15]([F:20])=[CH:14][C:10]=2[C:11]([NH:28][O:27][CH2:26][CH2:25][O:24][CH:22]=[CH2:23])=[O:13])=[C:4]([CH3:21])[CH:3]=1. (9) The product is: [Cl:1][C:2]1[CH:3]=[C:4]([S:8]([NH:11][C:12]2[CH:20]=[CH:19][C:15]([C:16]([O:18][CH:25]([CH3:26])[CH2:24][O:23][CH3:22])=[O:17])=[C:14]([OH:21])[CH:13]=2)(=[O:9])=[O:10])[S:5][C:6]=1[Cl:7]. Given the reactants [Cl:1][C:2]1[CH:3]=[C:4]([S:8]([NH:11][C:12]2[CH:20]=[CH:19][C:15]([C:16]([OH:18])=[O:17])=[C:14]([OH:21])[CH:13]=2)(=[O:10])=[O:9])[S:5][C:6]=1[Cl:7].[CH3:22][O:23][CH2:24][CH:25](O)[CH3:26], predict the reaction product.